Dataset: Forward reaction prediction with 1.9M reactions from USPTO patents (1976-2016). Task: Predict the product of the given reaction. (1) Given the reactants [Cl:1][C:2]1[C:10]([O:11][CH2:12][C:13]([N:15]([CH2:18][CH3:19])[CH2:16][CH3:17])=[O:14])=[C:9]([S:20]([CH2:23][CH3:24])(=[O:22])=[O:21])[CH:8]=[CH:7][C:3]=1[C:4]([OH:6])=[O:5].[C:25]1(=O)[CH2:30][CH2:29][CH2:28][C:27](=[O:31])[CH2:26]1.Cl.CN(C)CCCN=C=NCC, predict the reaction product. The product is: [Cl:1][C:2]1[C:10]([O:11][CH2:12][C:13]([N:15]([CH2:16][CH3:17])[CH2:18][CH3:19])=[O:14])=[C:9]([S:20]([CH2:23][CH3:24])(=[O:22])=[O:21])[CH:8]=[CH:7][C:3]=1[C:4]([O:6][C:25]1[CH2:30][CH2:29][CH2:28][C:27](=[O:31])[CH:26]=1)=[O:5]. (2) Given the reactants [F:1][C:2]1[CH:9]=[C:8]([C:10]2[CH:15]=[N:14][CH:13]=[C:12]([N:16]3[CH2:22][CH2:21][CH2:20][N:19]([CH3:23])[CH2:18][CH2:17]3)[N:11]=2)[CH:7]=[CH:6][C:3]=1[CH:4]=O.N1CCCCC1.[S:30]=[C:31]1[NH:35][C:34](=[O:36])[CH2:33][S:32]1, predict the reaction product. The product is: [F:1][C:2]1[CH:9]=[C:8]([C:10]2[CH:15]=[N:14][CH:13]=[C:12]([N:16]3[CH2:22][CH2:21][CH2:20][N:19]([CH3:23])[CH2:18][CH2:17]3)[N:11]=2)[CH:7]=[CH:6][C:3]=1/[CH:4]=[C:33]1/[C:34](=[O:36])[NH:35][C:31](=[S:30])[S:32]/1. (3) Given the reactants [Cl:1][C:2]1[CH:7]=[CH:6][C:5]([CH:8]([C:10]2[CH:15]=[CH:14][C:13]([O:16][CH2:17][CH2:18][CH2:19][CH2:20][CH2:21][CH3:22])=[CH:12][CH:11]=2)[OH:9])=[CH:4][C:3]=1[S:23]([NH2:26])(=[O:25])=[O:24].CC(C)=O.OS(O)(=O)=O.O=[Cr](=O)=O, predict the reaction product. The product is: [Cl:1][C:2]1[CH:7]=[CH:6][C:5]([C:8](=[O:9])[C:10]2[CH:11]=[CH:12][C:13]([O:16][CH2:17][CH2:18][CH2:19][CH2:20][CH2:21][CH3:22])=[CH:14][CH:15]=2)=[CH:4][C:3]=1[S:23]([NH2:26])(=[O:25])=[O:24]. (4) Given the reactants C(NC(C)C)(C)C.C([Li])CCC.[C:13](#[N:17])[CH:14]([CH3:16])[CH3:15].[S:18]1[C:22]2[CH:23]=[CH:24][CH:25]=[CH:26][C:21]=2[N:20]=[C:19]1[NH:27][C@H:28]1[CH2:31][C@H:30]([NH:32][C:33]2[C:38](Cl)=[N:37][CH:36]=[CH:35][N:34]=2)[CH2:29]1, predict the reaction product. The product is: [S:18]1[C:22]2[CH:23]=[CH:24][CH:25]=[CH:26][C:21]=2[N:20]=[C:19]1[NH:27][C@H:28]1[CH2:31][C@H:30]([NH:32][C:33]2[C:38]([C:14]([CH3:16])([CH3:15])[C:13]#[N:17])=[N:37][CH:36]=[CH:35][N:34]=2)[CH2:29]1. (5) Given the reactants [C:1]1([C:7]([N:9]2[CH2:14][CH2:13][N:12]([C:15]3[CH:20]=[CH:19][C:18]([O:21][CH2:22][CH:23]4[CH2:28][CH2:27][N:26](C(OC(C)(C)C)=O)[CH2:25][CH2:24]4)=[CH:17][CH:16]=3)[CH2:11][CH2:10]2)=[O:8])[CH:6]=[CH:5][CH:4]=[CH:3][CH:2]=1.FC(F)(F)C(O)=O, predict the reaction product. The product is: [C:1]1([C:7]([N:9]2[CH2:10][CH2:11][N:12]([C:15]3[CH:20]=[CH:19][C:18]([O:21][CH2:22][CH:23]4[CH2:28][CH2:27][NH:26][CH2:25][CH2:24]4)=[CH:17][CH:16]=3)[CH2:13][CH2:14]2)=[O:8])[CH:2]=[CH:3][CH:4]=[CH:5][CH:6]=1. (6) Given the reactants [CH2:1]([O:4][C@H:5]1[C@H:10]([O:11][CH2:12][CH:13]=[CH2:14])[C@@H:9]([O:15][CH2:16][CH:17]=[CH2:18])[C@H:8]([C:19]2[CH:24]=[CH:23][C:22]([Cl:25])=[C:21]([CH2:26][C:27]3[CH:32]=[CH:31][C:30]([O:33][CH2:34][CH3:35])=[CH:29][CH:28]=3)[CH:20]=2)[N:7]([CH3:36])[C@@H:6]1[CH2:37][O:38][CH2:39][CH:40]=[CH2:41])[CH:2]=[CH2:3], predict the reaction product. The product is: [Cl:25][C:22]1[CH:23]=[CH:24][C:19]([C@H:8]2[C@H:9]([O:15]/[CH:16]=[CH:17]/[CH3:18])[C@@H:10]([O:11]/[CH:12]=[CH:13]/[CH3:14])[C@H:5]([O:4]/[CH:1]=[CH:2]/[CH3:3])[C@@H:6]([CH2:37][O:38]/[CH:39]=[CH:40]/[CH3:41])[N:7]2[CH3:36])=[CH:20][C:21]=1[CH2:26][C:27]1[CH:28]=[CH:29][C:30]([O:33][CH2:34][CH3:35])=[CH:31][CH:32]=1.